This data is from Reaction yield outcomes from USPTO patents with 853,638 reactions. The task is: Predict the reaction yield, written as a fraction of the theoretical maximum amount of product (1.0 means a 100% yield; for example, 0.34 means a 34% yield). (1) The reactants are [CH2:1]([O:3][C:4](=[O:12])[C:5]1[CH:10]=[CH:9][CH:8]=[C:7]([NH2:11])[CH:6]=1)[CH3:2].[F:13][C:14]1[CH:19]=[CH:18][CH:17]=[C:16]([F:20])[C:15]=1[S:21](Cl)(=[O:23])=[O:22].N1C=CC=CC=1. The catalyst is C(Cl)Cl. The product is [F:13][C:14]1[CH:19]=[CH:18][CH:17]=[C:16]([F:20])[C:15]=1[S:21]([NH:11][C:7]1[CH:6]=[C:5]([CH:10]=[CH:9][CH:8]=1)[C:4]([O:3][CH2:1][CH3:2])=[O:12])(=[O:23])=[O:22]. The yield is 0.950. (2) The reactants are C([O:4][CH2:5][CH:6]=[CH:7][CH2:8][O:9][C:10](=[O:12])[CH3:11])(=O)C.[C:13]1(C)C=CC=CC=1. No catalyst specified. The product is [CH:5]([C:6]([CH2:7][CH2:8][O:9][C:10](=[O:12])[CH3:11])=[CH2:13])=[O:4]. The yield is 0.999. (3) The catalyst is CO. The product is [NH:1]1[C:5]2[CH:6]=[CH:7][CH:8]=[CH:9][C:4]=2[N:3]=[C:2]1[C:10]1[CH:11]=[C:12]([N:17]2[CH2:22][CH2:21][CH:20]([OH:23])[CH2:19][CH2:18]2)[CH:13]=[CH:14][C:15]=1[Cl:16]. The reactants are [NH:1]1[C:5]2[CH:6]=[CH:7][CH:8]=[CH:9][C:4]=2[N:3]=[C:2]1[C:10]1[CH:11]=[C:12]([N:17]2[CH2:22][CH2:21][C:20](=[O:23])[CH2:19][CH2:18]2)[CH:13]=[CH:14][C:15]=1[Cl:16].[BH4-].[Na+]. The yield is 0.360. (4) The reactants are [S:1]1[CH:5]=[CH:4][N:3]=[C:2]1[NH2:6].[N:7]1([C:12](N2C=CN=C2)=[S:13])[CH:11]=[CH:10][N:9]=[CH:8]1. The catalyst is C(#N)C.O1CCCC1. The product is [S:1]1[CH:5]=[CH:4][N:3]=[C:2]1[NH:6][C:12]([N:7]1[CH:11]=[CH:10][N:9]=[CH:8]1)=[S:13]. The yield is 0.830. (5) The reactants are [NH2:1][C:2]1[CH:7]=[CH:6][C:5]([C:8]2[N:9]([CH2:21][CH3:22])[C:10]3[C:15]([C:16]=2[C:17]#[N:18])=[CH:14][CH:13]=[C:12]([O:19][CH3:20])[CH:11]=3)=[CH:4][CH:3]=1.Cl[C:24]([O:26][CH2:27][CH3:28])=[O:25]. The catalyst is CCOC(C)=O.C([O-])(O)=O.[Na+].O. The product is [CH2:27]([O:26][C:24](=[O:25])[NH:1][C:2]1[CH:3]=[CH:4][C:5]([C:8]2[N:9]([CH2:21][CH3:22])[C:10]3[C:15]([C:16]=2[C:17]#[N:18])=[CH:14][CH:13]=[C:12]([O:19][CH3:20])[CH:11]=3)=[CH:6][CH:7]=1)[CH3:28]. The yield is 0.550.